Dataset: NCI-60 drug combinations with 297,098 pairs across 59 cell lines. Task: Regression. Given two drug SMILES strings and cell line genomic features, predict the synergy score measuring deviation from expected non-interaction effect. Drug 1: C1CCC(C1)C(CC#N)N2C=C(C=N2)C3=C4C=CNC4=NC=N3. Drug 2: C1CC(=O)NC(=O)C1N2CC3=C(C2=O)C=CC=C3N. Cell line: HCT116. Synergy scores: CSS=-2.61, Synergy_ZIP=5.29, Synergy_Bliss=-1.57, Synergy_Loewe=-3.04, Synergy_HSA=-3.01.